Task: Predict which catalyst facilitates the given reaction.. Dataset: Catalyst prediction with 721,799 reactions and 888 catalyst types from USPTO (1) Reactant: [C:1]([O:5][C:6](=[O:14])[NH:7][C:8]1[CH:9]=[N:10][CH:11]=[CH:12][CH:13]=1)([CH3:4])([CH3:3])[CH3:2].[Li]C(C)(C)C.[I:20]I. Product: [C:1]([O:5][C:6](=[O:14])[NH:7][C:8]1[CH:9]=[N:10][CH:11]=[CH:12][C:13]=1[I:20])([CH3:4])([CH3:2])[CH3:3]. The catalyst class is: 773. (2) Reactant: [CH:1]([O:4][P:5]([CH2:11][O:12][CH2:13][N:14]1[C:22]([CH2:23][CH2:24][CH2:25][N:26]=[N+]=[N-])=[N:21][C:20]2[C:15]1=[N:16][C:17]([C:32]([C:45]1[CH:50]=[CH:49][CH:48]=[CH:47][CH:46]=1)([C:39]1[CH:44]=[CH:43][CH:42]=[CH:41][CH:40]=1)[C:33]1[CH:38]=[CH:37][CH:36]=[CH:35][CH:34]=1)=[N:18][C:19]=2[NH:29][O:30][CH3:31])([O:7][CH:8]([CH3:10])[CH3:9])=[O:6])([CH3:3])[CH3:2].C1(P(C2C=CC=CC=2)C2C=CC=CC=2)C=CC=CC=1. Product: [CH:8]([O:7][P:5]([CH2:11][O:12][CH2:13][N:14]1[C:22]([CH2:23][CH2:24][CH2:25][NH2:26])=[N:21][C:20]2[C:15]1=[N:16][C:17]([C:32]([C:33]1[CH:34]=[CH:35][CH:36]=[CH:37][CH:38]=1)([C:45]1[CH:46]=[CH:47][CH:48]=[CH:49][CH:50]=1)[C:39]1[CH:40]=[CH:41][CH:42]=[CH:43][CH:44]=1)=[N:18][C:19]=2[NH:29][O:30][CH3:31])([O:4][CH:1]([CH3:3])[CH3:2])=[O:6])([CH3:9])[CH3:10]. The catalyst class is: 20. (3) Reactant: O=[C:2]1[CH:7]=[CH:6][O:5][CH:4]=[CH:3]1.[F:8][C:9]([F:20])([F:19])[O:10][C:11]1[CH:12]=[C:13]([CH:16]=[CH:17][CH:18]=1)[CH2:14][NH2:15].C(O[BH-](OC(=O)C)OC(=O)C)(=O)C.[Na+].[OH-].[Na+]. Product: [F:8][C:9]([F:19])([F:20])[O:10][C:11]1[CH:12]=[C:13]([CH:16]=[CH:17][CH:18]=1)[CH2:14][NH:15][CH:2]1[CH2:7][CH2:6][O:5][CH2:4][CH2:3]1. The catalyst class is: 22. (4) Reactant: [OH:1][C@@H:2]([CH2:18][N:19]([C:24]1[CH:29]=[CH:28][C:27]([OH:30])=[CH:26][CH:25]=1)[CH2:20][CH:21]([CH3:23])[CH3:22])[CH2:3][O:4][C:5]1[C:17]2[C:16]3[C:11](=[CH:12][CH:13]=[CH:14][CH:15]=3)[NH:10][C:9]=2[CH:8]=[CH:7][CH:6]=1.[H-].[Na+].Br[CH2:34][C:35]#[N:36].O. Product: [OH:1][C@@H:2]([CH2:18][N:19]([C:24]1[CH:29]=[CH:28][C:27]([O:30][CH2:34][C:35]#[N:36])=[CH:26][CH:25]=1)[CH2:20][CH:21]([CH3:23])[CH3:22])[CH2:3][O:4][C:5]1[C:17]2[C:16]3[C:11](=[CH:12][CH:13]=[CH:14][CH:15]=3)[NH:10][C:9]=2[CH:8]=[CH:7][CH:6]=1. The catalyst class is: 1. (5) Reactant: [CH3:1][O:2][C@H:3]1[CH2:7][CH2:6][N:5]([C:8]2[CH:13]=[CH:12][C:11]([N+:14]([O-])=O)=[CH:10][N:9]=2)[CH2:4]1. Product: [CH3:1][O:2][C@H:3]1[CH2:7][CH2:6][N:5]([C:8]2[CH:13]=[CH:12][C:11]([NH2:14])=[CH:10][N:9]=2)[CH2:4]1. The catalyst class is: 43.